Task: Regression. Given a peptide amino acid sequence and an MHC pseudo amino acid sequence, predict their binding affinity value. This is MHC class II binding data.. Dataset: Peptide-MHC class II binding affinity with 134,281 pairs from IEDB (1) The peptide sequence is NDAIKASTGGAYESY. The MHC is HLA-DPA10201-DPB10101 with pseudo-sequence HLA-DPA10201-DPB10101. The binding affinity (normalized) is 0.0767. (2) The peptide sequence is TALTGAMRVTKDTND. The MHC is DRB1_0301 with pseudo-sequence DRB1_0301. The binding affinity (normalized) is 0.610. (3) The peptide sequence is SDYVYQPFPKTVWEQ. The MHC is HLA-DQA10401-DQB10402 with pseudo-sequence HLA-DQA10401-DQB10402. The binding affinity (normalized) is 0.157. (4) The peptide sequence is YQIAFSRGNRAFIAI. The MHC is HLA-DQA10201-DQB10202 with pseudo-sequence HLA-DQA10201-DQB10202. The binding affinity (normalized) is 0.161. (5) The peptide sequence is ASRENSGGGVEGIGL. The MHC is HLA-DQA10501-DQB10402 with pseudo-sequence HLA-DQA10501-DQB10402. The binding affinity (normalized) is 0.314. (6) The peptide sequence is SHLVRSWVTAGEIHA. The MHC is HLA-DQA10201-DQB10402 with pseudo-sequence HLA-DQA10201-DQB10402. The binding affinity (normalized) is 0.492. (7) The peptide sequence is EKKYFAASQFEPLAA. The MHC is HLA-DQA10501-DQB10201 with pseudo-sequence HLA-DQA10501-DQB10201. The binding affinity (normalized) is 0.545. (8) The peptide sequence is KLIGGIGGFIKVRQYDQILI. The MHC is DRB1_1302 with pseudo-sequence DRB1_1302. The binding affinity (normalized) is 0.462.